This data is from CYP2D6 inhibition data for predicting drug metabolism from PubChem BioAssay. The task is: Regression/Classification. Given a drug SMILES string, predict its absorption, distribution, metabolism, or excretion properties. Task type varies by dataset: regression for continuous measurements (e.g., permeability, clearance, half-life) or binary classification for categorical outcomes (e.g., BBB penetration, CYP inhibition). Dataset: cyp2d6_veith. (1) The molecule is CC(=O)Nc1ccc(N2C(=O)CC(c3ccccc3)CC2=O)cc1. The result is 0 (non-inhibitor). (2) The result is 0 (non-inhibitor). The compound is Cc1ccnc(N)c1.